This data is from Experimentally validated miRNA-target interactions with 360,000+ pairs, plus equal number of negative samples. The task is: Binary Classification. Given a miRNA mature sequence and a target amino acid sequence, predict their likelihood of interaction. (1) The miRNA is hsa-miR-376b-5p with sequence CGUGGAUAUUCCUUCUAUGUUU. The protein sequence of the target gene is MKAIKKSLTEEEYLYLDFSHQTEGCIFPLHTSVTLFLLSYCDCKIFKICLVVTKEVSRDSSLLRDDLIQDVEIQIISRQELPPIVQNCCLPAVVERSDNFCRAGLAVVLRHIIQKSYEADPLKKELLELLGFKKTCLKACAEVSQWTRLCELTIPLAIENFLRESSDQPPTIPVEILQLEKKLSEPVRVHNDDKLRRQKLKQQKADGVGPPLTKGKAKSKVHTQETSEGLDSSSKSLELKVAFSKLTVQEEPATTNREPSHIRKAKASDLPPLEHVFAEGLYFTLADIVLLPCIHHFLVI.... Result: 0 (no interaction). (2) The miRNA is hsa-miR-6824-5p with sequence GUAGGGGAGGUUGGGCCAGGGA. The protein sequence of the target gene is MSSEVIRGTAEMVLAELYVSDREGNDATGDGTKEKPFKTGLKALMTVGKEPFPTIYVDSQKENERWDVISKSQMKNIKKMWHREQMKNDSREKKEAEDNLRREKNLEEAKKIIIKNDPSLPEPACVKISALEGYRGQRVKVFGWVHRLRRQGKNLMFLVLRDGTGYLQCVLSDDLCQCYNGVVLSTESSVAVYGTLNLTPKGKQAPGGHELSCDFWELVGLAPAGGADNLINEESDVDVQLNNRHMMIRGENMSKILKARSMITRCFRDHFFDRGYCEVTTPTLVQTQVEGGATLFKLDY.... Result: 0 (no interaction). (3) The miRNA is hsa-miR-4676-3p with sequence CACUGUUUCACCACUGGCUCUU. The protein sequence of the target gene is MAPWTLWRCCQRVVGWVPVLFITFVVVWSYYAYVVELCVFTIFGNEENGKTVVYLVAFHLFFVMFVWSYWMTIFTSPASPSKEFYLSNSEKERYEKEFSQERQQEILRRAARALPIYTTSASKTIRYCEKCQLIKPDRAHHCSACDSCILKMDHHCPWVNNCVGFSNYKFFLLFLLYSLLYCLFVAATVLEYFIKFWTNELTDTRAKFHVLFLFFVSAMFFISVLSLFSYHCWLVGKNRTTIESFRAPTFSYGPDGNGFSLGCSKNWRQVFGDEKKYWLLPIFSSLGDGCSFPTRLVGMD.... Result: 0 (no interaction). (4) The miRNA is mmu-miR-297a-5p with sequence AUGUAUGUGUGCAUGUGCAUGU. The protein sequence of the target gene is MSASAATGVFVLSLSAIPVTYIFNHLAAQHDSWTIVGVAALILLLVALLARVLVRRKPPRDPLFYVYAVFGFTSVVNLIIGLEQDGIIDGFMTHYLREGEPYLNTAYGHMICYWDGSVHYLMYLVMVAAIAWEESYRTIGLYWVGSIIMSIVVFVPGNIVGKYGTRICPAFFLSIPYTCLPVWAGFRIYNQPSENYNYPSKVLQEAQAKALLRRPFDLVLVLCLFLATGFCLFRGLIALDCPAELCRLYTQFQEPYLKDPAAYPKIQMLAYMFYSVPYFVIALYGLVVPGCSWMPDITLV.... Result: 1 (interaction).